From a dataset of Reaction yield outcomes from USPTO patents with 853,638 reactions. Predict the reaction yield, written as a fraction of the theoretical maximum amount of product (1.0 means a 100% yield; for example, 0.34 means a 34% yield). (1) The reactants are Cl[CH2:2][CH2:3][CH2:4][N:5]1[CH2:10][CH2:9][S:8][C:7]2[CH:11]=[C:12]([N+:15]([O-:17])=[O:16])[CH:13]=[CH:14][C:6]1=2.[CH3:18][NH:19][CH3:20].[I-].[K+].C(=O)([O-])[O-].[K+].[K+]. The catalyst is C(#N)C.O. The product is [CH3:18][N:19]([CH3:20])[CH2:2][CH2:3][CH2:4][N:5]1[CH2:10][CH2:9][S:8][C:7]2[CH:11]=[C:12]([N+:15]([O-:17])=[O:16])[CH:13]=[CH:14][C:6]1=2. The yield is 0.420. (2) The yield is 0.250. The product is [F:26][C:27]1[C:32]([O:33][CH3:34])=[CH:31][CH:30]=[CH:29][C:28]=1[C:2]1[C:7]([F:8])=[CH:6][CH:5]=[C:4]([C:9]2([C:19]3[CH:24]=[CH:23][N:22]=[CH:21][C:20]=3[F:25])[C:17]3[C:12](=[CH:13][CH:14]=[CH:15][CH:16]=3)[C:11]([NH2:18])=[N:10]2)[CH:3]=1. No catalyst specified. The reactants are Br[C:2]1[CH:3]=[C:4]([C:9]2([C:19]3[CH:24]=[CH:23][N:22]=[CH:21][C:20]=3[F:25])[C:17]3[C:12](=[CH:13][CH:14]=[CH:15][CH:16]=3)[C:11]([NH2:18])=[N:10]2)[CH:5]=[CH:6][C:7]=1[F:8].[F:26][C:27]1[C:32]([O:33][CH3:34])=[CH:31][CH:30]=[CH:29][C:28]=1B(O)O. (3) The reactants are [CH3:1][CH:2]([CH3:59])[C@H:3]([NH:54][C:55](=[O:58])[O:56][CH3:57])[C:4]([N:6]1[CH2:10][CH2:9][CH2:8][C@H:7]1[C:11]1[NH:12][CH:13]=[C:14]([C:16]2[CH:21]=[CH:20][C:19]([C:22]3[CH:27]=[CH:26][C:25]([C:28]4[N:29]=[C:30]([CH:33]5[CH2:37][C:36]6([CH2:42][CH2:41][NH:40][CH2:39][CH2:38]6)[CH2:35][N:34]5[C:43](=[O:53])[C@@H:44]([NH:48][C:49]([O:51][CH3:52])=[O:50])[CH:45]([CH3:47])[CH3:46])[NH:31][CH:32]=4)=[CH:24][CH:23]=3)=[CH:18][CH:17]=2)[N:15]=1)=[O:5].C(N(CC)CC)C.[C:67](Cl)(=[O:69])[CH3:68].C(=O)([O-])[O-].[K+].[K+]. The catalyst is C(Cl)Cl. The product is [C:67]([N:40]1[CH2:39][CH2:38][C:36]2([CH2:35][N:34]([C:43](=[O:53])[C@@H:44]([NH:48][C:49]([O:51][CH3:52])=[O:50])[CH:45]([CH3:46])[CH3:47])[CH:33]([C:30]3[NH:31][CH:32]=[C:28]([C:25]4[CH:24]=[CH:23][C:22]([C:19]5[CH:20]=[CH:21][C:16]([C:14]6[N:15]=[C:11]([C@@H:7]7[CH2:8][CH2:9][CH2:10][N:6]7[C:4]([C@@H:3]([NH:54][C:55](=[O:58])[O:56][CH3:57])[CH:2]([CH3:59])[CH3:1])=[O:5])[NH:12][CH:13]=6)=[CH:17][CH:18]=5)=[CH:27][CH:26]=4)[N:29]=3)[CH2:37]2)[CH2:42][CH2:41]1)(=[O:69])[CH3:68]. The yield is 0.900. (4) The reactants are BrC1C=C[C:5](NCC(OC)=O)=[N:6]C=1.[CH2:14]([O:21][C:22]1[CH:23]=[CH:24][CH:25]=[C:26]2[C:30]=1[N:29]([CH3:31])[CH:28]=[C:27]2[CH:32]=O)[C:15]1[CH:20]=[CH:19][CH:18]=[CH:17][CH:16]=1.CN1C2C(=CC=CC=2)C(C)=C1C=O. No catalyst specified. The product is [CH2:14]([O:21][C:22]1[CH:23]=[CH:24][CH:25]=[C:26]2[C:30]=1[N:29]([CH3:31])[CH:28]=[C:27]2[CH2:32][NH:6][CH3:5])[C:15]1[CH:20]=[CH:19][CH:18]=[CH:17][CH:16]=1. The yield is 0.880. (5) The yield is 1.00. The reactants are [F:1][C:2]1[CH:3]=[C:4]([C:9]2[N:14]=[CH:13][CH:12]=[CH:11][N:10]=2)[CH:5]=[C:6]([F:8])[CH:7]=1.[N+:15]([O-])([OH:17])=[O:16]. The product is [F:1][C:2]1[C:3]([N+:15]([O-:17])=[O:16])=[C:4]([C:9]2[N:10]=[CH:11][CH:12]=[CH:13][N:14]=2)[CH:5]=[C:6]([F:8])[CH:7]=1. The catalyst is OS(O)(=O)=O.O. (6) The reactants are [Cl:1][C:2]1[CH:10]=[C:9]([C:11]2[CH:16]=[CH:15][N:14]=[CH:13][CH:12]=2)[CH:8]=[CH:7][C:3]=1[C:4]([OH:6])=O.CN(C(ON1N=NC2C=CC=NC1=2)=[N+](C)C)C.F[P-](F)(F)(F)(F)F.C(N(CC)CC)C.[C:48]1([C@H:54]([NH2:56])[CH3:55])[CH:53]=[CH:52][CH:51]=[CH:50][CH:49]=1. The catalyst is CC(N(C)C)=O. The product is [Cl:1][C:2]1[CH:10]=[C:9]([C:11]2[CH:16]=[CH:15][N:14]=[CH:13][CH:12]=2)[CH:8]=[CH:7][C:3]=1[C:4]([NH:56][C@@H:54]([C:48]1[CH:53]=[CH:52][CH:51]=[CH:50][CH:49]=1)[CH3:55])=[O:6]. The yield is 0.707. (7) The reactants are FC(F)(F)S(OS(C(F)(F)F)(=O)=O)(=O)=O.[Br:16][C:17]1[CH:18]=[C:19]([CH:24]=[C:25]([C:28](=[O:38])[CH2:29][C:30]([N:32]2[CH2:37][CH2:36][O:35][CH2:34][CH2:33]2)=[O:31])[C:26]=1O)[C:20]([O:22][CH3:23])=[O:21]. The catalyst is ClCCCl. The product is [Br:16][C:17]1[CH:18]=[C:19]([C:20]([O:22][CH3:23])=[O:21])[CH:24]=[C:25]2[C:26]=1[O:31][C:30]([N:32]1[CH2:37][CH2:36][O:35][CH2:34][CH2:33]1)=[CH:29][C:28]2=[O:38]. The yield is 0.500.